This data is from Forward reaction prediction with 1.9M reactions from USPTO patents (1976-2016). The task is: Predict the product of the given reaction. (1) The product is: [O:4]1[CH2:5][CH2:6][N:1]([CH2:9][C:10]2[N:11]=[C:12]([NH2:15])[S:13][CH:14]=2)[CH2:2][CH2:3]1. Given the reactants [NH:1]1[CH2:6][CH2:5][O:4][CH2:3][CH2:2]1.Cl.Cl[CH2:9][C:10]1[N:11]=[C:12]([NH2:15])[S:13][CH:14]=1, predict the reaction product. (2) Given the reactants [C:1]1([NH:7][C:8]2[CH:15]=[CH:14][C:11]([CH:12]=O)=[CH:10][CH:9]=2)[CH:6]=[CH:5][CH:4]=[CH:3][CH:2]=1.[N+:16]([CH3:19])([O-:18])=[O:17].C([O-])(=O)C.[NH4+], predict the reaction product. The product is: [N+:16](/[CH:19]=[CH:12]/[C:11]1[CH:14]=[CH:15][C:8]([NH:7][C:1]2[CH:6]=[CH:5][CH:4]=[CH:3][CH:2]=2)=[CH:9][CH:10]=1)([O-:18])=[O:17].